From a dataset of Forward reaction prediction with 1.9M reactions from USPTO patents (1976-2016). Predict the product of the given reaction. (1) Given the reactants [CH3:1]OCOC1C=CC=CC=1C(C1C=CC=CC=1)=O.[Cl:19][C:20]1[CH:25]=[CH:24][N:23]=[C:22]([C:26]([O-:28])=[O:27])[C:21]=1[F:29].[Li+].[Br-].[Na+].S(Cl)(Cl)=O, predict the reaction product. The product is: [Cl:19][C:20]1[CH:25]=[CH:24][N:23]=[C:22]([C:26]([O:28][CH3:1])=[O:27])[C:21]=1[F:29]. (2) Given the reactants [CH3:1][N:2]([CH3:6])[CH2:3][CH2:4][OH:5].[Cl:7][C:8]1[CH:9]=[C:10]([B:15]([CH:17]([O:24][CH:25]([B:32]([C:34]2[CH:39]=[CH:38][C:37]([CH3:40])=[C:36]([Cl:41])[CH:35]=2)[OH:33])[C:26]2[CH:31]=[CH:30][CH:29]=[CH:28][CH:27]=2)[C:18]2[CH:23]=[CH:22][CH:21]=[CH:20][CH:19]=2)O)[CH:11]=[CH:12][C:13]=1[CH3:14], predict the reaction product. The product is: [Cl:7][C:8]1[CH:9]=[C:10]([B:15]([CH:17]([O:24][CH:25]([B:32]([C:34]2[CH:39]=[CH:38][C:37]([CH3:40])=[C:36]([Cl:41])[CH:35]=2)[O:33][CH2:4][CH2:3][N:2]([CH3:6])[CH3:1])[C:26]2[CH:27]=[CH:28][CH:29]=[CH:30][CH:31]=2)[C:18]2[CH:19]=[CH:20][CH:21]=[CH:22][CH:23]=2)[O:5][CH2:4][CH2:3][N:2]([CH3:6])[CH3:1])[CH:11]=[CH:12][C:13]=1[CH3:14]. (3) Given the reactants [CH3:1][CH:2]([CH3:21])[CH2:3][C:4]([C:6]1[CH:7]=[N:8][C:9]([N:12]2[CH:16]=[C:15]([C:17]([F:20])([F:19])[F:18])[CH:14]=[N:13]2)=[CH:10][CH:11]=1)=[O:5].[BH4-].[Na+].O, predict the reaction product. The product is: [CH3:1][CH:2]([CH3:21])[CH2:3][CH:4]([C:6]1[CH:7]=[N:8][C:9]([N:12]2[CH:16]=[C:15]([C:17]([F:19])([F:18])[F:20])[CH:14]=[N:13]2)=[CH:10][CH:11]=1)[OH:5]. (4) Given the reactants [Cl:1][C:2]1[CH:3]=[C:4]2[C:8](=[CH:9][CH:10]=1)[NH:7][C:6]([C:11]([OH:13])=O)=[CH:5]2.Cl.[NH2:15][CH:16]1[CH2:25][C:24]2[C:19](=[CH:20][CH:21]=[CH:22][CH:23]=2)[NH:18][C:17]1=[O:26].CCN=C=NCCCN(C)C.C1C=CC2N(O)N=NC=2C=1, predict the reaction product. The product is: [Cl:1][C:2]1[CH:3]=[C:4]2[C:8](=[CH:9][CH:10]=1)[NH:7][C:6]([C:11]([NH:15][CH:16]1[CH2:25][C:24]3[C:19](=[CH:20][CH:21]=[CH:22][CH:23]=3)[NH:18][C:17]1=[O:26])=[O:13])=[CH:5]2. (5) Given the reactants [C:1]([O:5][C@@H:6]([C:11]1[C:40]([CH3:41])=[C:39]([CH3:42])[C:38]2=[N:43][C:35]3=[CH:36][N:37]2[C:12]=1[N:13]1[CH2:48][CH2:47][C:16]([CH3:49])([O:17][CH2:18][CH2:19][CH2:20][CH2:21][C@H:22]([CH3:46])[O:23][C:24]2[C:25]([F:45])=[CH:26][CH:27]=[CH:28][C:29]=2[C:30]2[CH:44]=[C:34]3[CH:33]=[CH:32][CH:31]=2)[CH2:15][CH2:14]1)[C:7]([O:9]C)=[O:8])([CH3:4])([CH3:3])[CH3:2].C(O[C@@H](C1C(C)=CC2=NC3=C(Cl)N2C=1N1CCC(C)(OCCCC[C@H](C)OC2C=CC(C)=CC=2C2C=C3C=CC=2)CC1)C(O)=O)(C)(C)C, predict the reaction product. The product is: [C:1]([O:5][C@@H:6]([C:11]1[C:40]([CH3:41])=[C:39]([CH3:42])[C:38]2=[N:43][C:35]3=[CH:36][N:37]2[C:12]=1[N:13]1[CH2:14][CH2:15][C:16]([CH3:49])([O:17][CH2:18][CH2:19][CH2:20][CH2:21][C@H:22]([CH3:46])[O:23][C:24]2[C:25]([F:45])=[CH:26][CH:27]=[CH:28][C:29]=2[C:30]2[CH:44]=[C:34]3[CH:33]=[CH:32][CH:31]=2)[CH2:47][CH2:48]1)[C:7]([OH:9])=[O:8])([CH3:4])([CH3:2])[CH3:3]. (6) Given the reactants [CH3:1][O:2][C:3](=[O:20])[C:4]1[CH:9]=[C:8]([C:10]2[N:11]=[N:12][NH:13][N:14]=2)[N:7]=[C:6]([NH:15][C@H:16]([CH2:18][CH3:19])[CH3:17])[CH:5]=1.F[B-](F)(F)F.[CH3:26][O+](C)C, predict the reaction product. The product is: [CH3:1][O:2][C:3](=[O:20])[C:4]1[CH:9]=[C:8]([C:10]2[N:11]=[N:12][N:13]([CH3:26])[N:14]=2)[N:7]=[C:6]([NH:15][C@H:16]([CH2:18][CH3:19])[CH3:17])[CH:5]=1.